Dataset: Peptide-MHC class I binding affinity with 185,985 pairs from IEDB/IMGT. Task: Regression. Given a peptide amino acid sequence and an MHC pseudo amino acid sequence, predict their binding affinity value. This is MHC class I binding data. (1) The peptide sequence is LQQSKPASL. The MHC is HLA-A01:01 with pseudo-sequence HLA-A01:01. The binding affinity (normalized) is 0. (2) The peptide sequence is DLAIKQYGDI. The MHC is HLA-A68:02 with pseudo-sequence HLA-A68:02. The binding affinity (normalized) is 0.173. (3) The peptide sequence is RPEFVKLTM. The MHC is HLA-A01:01 with pseudo-sequence HLA-A01:01. The binding affinity (normalized) is 0.213. (4) The peptide sequence is IQHNFTQIA. The MHC is HLA-B15:03 with pseudo-sequence HLA-B15:03. The binding affinity (normalized) is 1.00. (5) The peptide sequence is LPPVVAKEI. The MHC is HLA-B42:01 with pseudo-sequence HLA-B42:01. The binding affinity (normalized) is 0.881. (6) The peptide sequence is LPSLEYGANY. The MHC is HLA-B53:01 with pseudo-sequence HLA-B53:01. The binding affinity (normalized) is 0.761. (7) The peptide sequence is KAVRLIKFLY. The MHC is HLA-B44:03 with pseudo-sequence HLA-B44:03. The binding affinity (normalized) is 0.0994. (8) The peptide sequence is IFIRTIYYH. The MHC is HLA-B51:01 with pseudo-sequence HLA-B51:01. The binding affinity (normalized) is 0.0847.